This data is from Forward reaction prediction with 1.9M reactions from USPTO patents (1976-2016). The task is: Predict the product of the given reaction. Given the reactants CS[C:3]1[O:4][C:5]([C:8]2[CH:9]=[CH:10][C:11]3[O:15][CH:14]=[C:13]([C:16]4[CH:21]=[CH:20][CH:19]=[C:18]([O:22][C:23]([F:26])([F:25])[F:24])[CH:17]=4)[C:12]=3[CH:27]=2)=[N:6][N:7]=1.Cl[C:29]1C=CC=C(C(OO)=O)C=1.[S:39]([O-:43])([O-])(=[O:41])=S.[Na+].[Na+], predict the reaction product. The product is: [CH3:29][S:39]([C:3]1[O:4][C:5]([C:8]2[CH:9]=[CH:10][C:11]3[O:15][CH:14]=[C:13]([C:16]4[CH:21]=[CH:20][CH:19]=[C:18]([O:22][C:23]([F:25])([F:26])[F:24])[CH:17]=4)[C:12]=3[CH:27]=2)=[N:6][N:7]=1)(=[O:43])=[O:41].